This data is from Forward reaction prediction with 1.9M reactions from USPTO patents (1976-2016). The task is: Predict the product of the given reaction. (1) Given the reactants BrC1C=CC([C:8]2([C@@H:13]3[CH2:17][CH2:16][CH2:15][N:14]3[C:18]([O:20][C:21]([CH3:24])([CH3:23])[CH3:22])=[O:19])[NH:12][CH:11]=[CH:10][S:9]2)=CC=1.CC1(C)C(C)(C)OB([C:33]2[CH:38]=[CH:37][C:36]([C:39]3[NH:43][C:42]([C@@H:44]4[CH2:48][CH2:47][CH2:46][N:45]4[C:49]([O:51][C:52]([CH3:55])([CH3:54])[CH3:53])=[O:50])=[N:41][CH:40]=3)=[CH:35][CH:34]=2)O1.C(=O)(O)[O-].[Na+], predict the reaction product. The product is: [C:52]([O:51][C:49]([N:45]1[CH2:46][CH2:47][CH2:48][C@H:44]1[C:42]1[NH:43][C:39]([C:36]2[CH:37]=[CH:38][C:33]([C:33]3[CH:38]=[CH:37][C:36]([C:11]4[N:12]=[C:8]([C@@H:13]5[CH2:17][CH2:16][CH2:15][N:14]5[C:18]([O:20][C:21]([CH3:22])([CH3:23])[CH3:24])=[O:19])[S:9][CH:10]=4)=[CH:35][CH:34]=3)=[CH:34][CH:35]=2)=[CH:40][N:41]=1)=[O:50])([CH3:54])([CH3:55])[CH3:53]. (2) Given the reactants [NH2:1][CH2:2][CH2:3][C:4]1[CH:5]=[C:6]([CH:11]=[CH:12][CH:13]=1)[C:7]([O:9][CH3:10])=[O:8].[O:14](C(OC(C)(C)C)=O)[C:15]([O:17][C:18]([CH3:21])([CH3:20])[CH3:19])=O.O, predict the reaction product. The product is: [C:18]([O:17][C:15]([NH:1][CH2:2][CH2:3][C:4]1[CH:5]=[C:6]([CH:11]=[CH:12][CH:13]=1)[C:7]([O:9][CH3:10])=[O:8])=[O:14])([CH3:21])([CH3:20])[CH3:19]. (3) Given the reactants S([O-])([O-])(=O)=O.[Na+].[Na+].[Br:8][C:9]1[CH:10]=[C:11]([O:19][CH3:20])[CH:12]=[C:13]2[C:18]=1[CH2:17][NH:16][CH2:15][CH2:14]2, predict the reaction product. The product is: [Br:8][C:9]1[CH:10]=[C:11]([O:19][CH3:20])[CH:12]=[C:13]2[C:18]=1[CH:17]=[N:16][CH:15]=[CH:14]2.